This data is from Reaction yield outcomes from USPTO patents with 853,638 reactions. The task is: Predict the reaction yield, written as a fraction of the theoretical maximum amount of product (1.0 means a 100% yield; for example, 0.34 means a 34% yield). (1) The reactants are Cl[C:2]1[N:7]=[CH:6][N:5]=[C:4]([NH:8][C:9]2[N:10]=[C:11]([O:17][CH3:18])[C:12]([C:15]#[N:16])=[N:13][CH:14]=2)[CH:3]=1.[NH2:19][CH2:20][CH:21]1[CH2:26][CH2:25][N:24]([C:27]([O:29][C:30]([CH3:33])([CH3:32])[CH3:31])=[O:28])[CH2:23][CH2:22]1.C(N(CC)CC)C. The catalyst is C(#N)C. The product is [C:15]([C:12]1[N:13]=[CH:14][C:9]([NH:8][C:4]2[N:5]=[CH:6][N:7]=[C:2]([NH:19][CH2:20][CH:21]3[CH2:26][CH2:25][N:24]([C:27]([O:29][C:30]([CH3:33])([CH3:32])[CH3:31])=[O:28])[CH2:23][CH2:22]3)[CH:3]=2)=[N:10][C:11]=1[O:17][CH3:18])#[N:16]. The yield is 0.400. (2) The reactants are [F:1][C:2]1[C:3]([CH2:11][OH:12])=[C:4]2[CH:10]=[CH:9][NH:8][C:5]2=[N:6][CH:7]=1. The catalyst is C1COCC1.[O-2].[O-2].[Mn+4]. The product is [F:1][C:2]1[CH:7]=[N:6][C:5]2[NH:8][CH:9]=[CH:10][C:4]=2[C:3]=1[CH:11]=[O:12]. The yield is 0.655. (3) The yield is 0.880. The catalyst is C(O)(C)(C)C.CCOCC. The reactants are CC(C)([O-])C.[K+].[CH:7]([C:10]1[N:11]=[C:12]([C:15]([NH:17][C:18]2[C:23]([CH3:24])=[C:22]([O:25][CH3:26])[CH:21]=[CH:20][C:19]=2[C:27](=[O:29])[CH3:28])=O)[S:13][CH:14]=1)([CH3:9])[CH3:8].O.Cl. The product is [OH:29][C:27]1[C:19]2[C:18](=[C:23]([CH3:24])[C:22]([O:25][CH3:26])=[CH:21][CH:20]=2)[N:17]=[C:15]([C:12]2[S:13][CH:14]=[C:10]([CH:7]([CH3:9])[CH3:8])[N:11]=2)[CH:28]=1. (4) The reactants are [F:1][C:2]1[C:3]([F:12])=[CH:4][C:5]2[S:9][C:8]([NH2:10])=[N:7][C:6]=2[CH:11]=1.[Br:13][C:14]1[CH:22]=[CH:21][CH:20]=[CH:19][C:15]=1[C:16](Cl)=[O:17].Br[CH:24]([CH2:29][CH3:30])[C:25]([O:27]C)=[O:26].COC1C=CC2N=C(N)SC=2C=1.ClC1C=C(C=CC=1)C(Cl)=O.BrCC(OCC)=O. No catalyst specified. The product is [Br:13][C:14]1[CH:22]=[CH:21][CH:20]=[CH:19][C:15]=1[C:16]([N:10]=[C:8]1[N:7]([CH:24]([CH2:29][CH3:30])[C:25]([OH:27])=[O:26])[C:6]2[CH:11]=[C:2]([F:1])[C:3]([F:12])=[CH:4][C:5]=2[S:9]1)=[O:17]. The yield is 0.280. (5) The reactants are [CH3:1][O:2][C:3]1[CH:13]=[CH:12][C:6]([CH2:7][NH:8][CH:9]2[CH2:11][CH2:10]2)=[CH:5][CH:4]=1.[Cl:14][C:15]1[CH:16]=[C:17](Cl)[C:18]2[N:19]([C:21]([C:24]([NH:26][C:27]3[CH:32]=[CH:31][N:30]=[C:29]([F:33])[CH:28]=3)=[O:25])=[CH:22][N:23]=2)[N:20]=1.BrC1C2N(C(C(NC3C=CN=C(F)C=3)=O)=CN=2)N=C(Cl)C=1.BrC1C2N(C(C(NC3C=CN=C(F)C=3)=O)=CN=2)N=C(Cl)C=1.CCN(C(C)C)C(C)C. The catalyst is CN(C=O)C.O. The product is [Cl:14][C:15]1[CH:16]=[C:17]([N:8]([CH:9]2[CH2:11][CH2:10]2)[CH2:7][C:6]2[CH:12]=[CH:13][C:3]([O:2][CH3:1])=[CH:4][CH:5]=2)[C:18]2[N:19]([C:21]([C:24]([NH:26][C:27]3[CH:32]=[CH:31][N:30]=[C:29]([F:33])[CH:28]=3)=[O:25])=[CH:22][N:23]=2)[N:20]=1. The yield is 0.780.